From a dataset of Catalyst prediction with 721,799 reactions and 888 catalyst types from USPTO. Predict which catalyst facilitates the given reaction. (1) Reactant: [NH2:1][C:2]1[C:10]([F:11])=[CH:9][CH:8]=[CH:7][C:3]=1[C:4]([OH:6])=[O:5].[Br:12]N1C(=O)CCC1=O. Product: [NH2:1][C:2]1[C:10]([F:11])=[CH:9][C:8]([Br:12])=[CH:7][C:3]=1[C:4]([OH:6])=[O:5]. The catalyst class is: 4. (2) Reactant: [CH:1]([C:3]1[N:4]([CH2:21][CH2:22][O:23][CH3:24])/[C:5](=[N:9]/[C:10]([C:12]23[CH2:19][CH:18]4[CH2:20][CH:14]([CH2:15][CH:16]2[CH2:17]4)[CH2:13]3)=[O:11])/[S:6][C:7]=1[CH3:8])=[O:2].[BH4-].[Na+]. Product: [OH:2][CH2:1][C:3]1[N:4]([CH2:21][CH2:22][O:23][CH3:24])/[C:5](=[N:9]/[C:10]([C:12]23[CH2:19][CH:18]4[CH2:20][CH:14]([CH2:15][CH:16]2[CH2:17]4)[CH2:13]3)=[O:11])/[S:6][C:7]=1[CH3:8]. The catalyst class is: 5. (3) Reactant: [N:1]1[CH:6]=[CH:5][CH:4]=[CH:3][C:2]=1[N:7]1[C:15]2[CH2:14][CH2:13][NH:12][CH2:11][C:10]=2[N:9]=[CH:8]1.[Cl:16][C:17]1[C:25]([C:26]([F:29])([F:28])[F:27])=[CH:24][CH:23]=[CH:22][C:18]=1[C:19](O)=[O:20].CN(C(ON1N=NC2C=CC=NC1=2)=[N+](C)C)C.F[P-](F)(F)(F)(F)F.CCN(C(C)C)C(C)C. Product: [Cl:16][C:17]1[C:25]([C:26]([F:28])([F:29])[F:27])=[CH:24][CH:23]=[CH:22][C:18]=1[C:19]([N:12]1[CH2:13][CH2:14][C:15]2[N:7]([C:2]3[CH:3]=[CH:4][CH:5]=[CH:6][N:1]=3)[CH:8]=[N:9][C:10]=2[CH2:11]1)=[O:20]. The catalyst class is: 31. (4) Reactant: [Br:1][C:2]1[C:3]([O:12][CH3:13])=[N:4][CH:5]=[C:6]([CH:11]=1)[C:7](OC)=[O:8].[Li+].[BH4-].CO.[OH-].[Na+]. Product: [Br:1][C:2]1[CH:11]=[C:6]([CH2:7][OH:8])[CH:5]=[N:4][C:3]=1[O:12][CH3:13]. The catalyst class is: 20. (5) Reactant: [N:1]1[C:5]2[CH:6]=[CH:7][CH:8]=[CH:9][C:4]=2[NH:3][CH:2]=1.[CH2:10]([O:12][C:13](=[O:25])[CH2:14][O:15][C:16]1[CH:21]=[CH:20][C:19](B(O)O)=[CH:18][CH:17]=1)[CH3:11].N1C=CC=CC=1. Product: [N:1]1([C:19]2[CH:20]=[CH:21][C:16]([O:15][CH2:14][C:13]([O:12][CH2:10][CH3:11])=[O:25])=[CH:17][CH:18]=2)[C:5]2[CH:6]=[CH:7][CH:8]=[CH:9][C:4]=2[N:3]=[CH:2]1. The catalyst class is: 732. (6) Reactant: [Br:1][C:2]1[CH:3]=[C:4]([CH:7]=[CH:8][C:9]=1[CH2:10]Br)[C:5]#[N:6].C(O)(=O)C.[NH:16]1[CH2:19][CH:18]([C:20]([O:22][C:23]([CH3:26])([CH3:25])[CH3:24])=[O:21])[CH2:17]1.CCN(C(C)C)C(C)C.Cl.[NH2:37][OH:38].C(=O)(O)[O-].[Na+]. Product: [Br:1][C:2]1[CH:3]=[C:4](/[C:5](=[N:37]/[OH:38])/[NH2:6])[CH:7]=[CH:8][C:9]=1[CH2:10][N:16]1[CH2:17][CH:18]([C:20]([O:22][C:23]([CH3:26])([CH3:25])[CH3:24])=[O:21])[CH2:19]1. The catalyst class is: 475. (7) The catalyst class is: 74. Reactant: C([O:8][C@@H:9]([C@H:11]1[CH2:16][O:15][CH2:14][C@@H:13]([C:17]2[CH:22]=[CH:21][C:20]([Cl:23])=[CH:19][CH:18]=2)[NH:12]1)[CH3:10])C1C=CC=CC=1.ClCCl.C[Si](I)(C)C. Product: [Cl:23][C:20]1[CH:19]=[CH:18][C:17]([C@H:13]2[NH:12][C@@H:11]([C@H:9]([OH:8])[CH3:10])[CH2:16][O:15][CH2:14]2)=[CH:22][CH:21]=1.